From a dataset of Catalyst prediction with 721,799 reactions and 888 catalyst types from USPTO. Predict which catalyst facilitates the given reaction. (1) Reactant: Cl.[S:2]1[C:10]2[CH2:9][CH2:8][NH:7][CH2:6][C:5]=2[CH:4]=[CH:3]1.[K].[C:12](O[C:12]([O:14][C:15]([CH3:18])([CH3:17])[CH3:16])=[O:13])([O:14][C:15]([CH3:18])([CH3:17])[CH3:16])=[O:13]. Product: [C:15]([O:14][C:12]([N:7]1[CH2:8][CH2:9][C:10]2[S:2][CH:3]=[CH:4][C:5]=2[CH2:6]1)=[O:13])([CH3:18])([CH3:17])[CH3:16]. The catalyst class is: 2. (2) Reactant: [CH2:1]([O:3][C:4](=[O:32])[C:5]1[CH:10]=[C:9]([C:11]#[N:12])[C:8]([N:13]2[CH2:16][CH:15]([C:17](=[O:29])[NH:18][S:19]([CH2:22][C:23]3[CH:28]=[CH:27][CH:26]=[CH:25][CH:24]=3)(=[O:21])=[O:20])[CH2:14]2)=[N:7][C:6]=1[CH2:30]Cl)[CH3:2].C([O-])([O-])=O.[Cs+].[Cs+].[I-].[Na+].[CH3:41][C:42](O)=[O:43]. Product: [CH2:1]([O:3][C:4](=[O:32])[C:5]1[CH:10]=[C:9]([C:11]#[N:12])[C:8]([N:13]2[CH2:16][CH:15]([C:17](=[O:29])[NH:18][S:19]([CH2:22][C:23]3[CH:28]=[CH:27][CH:26]=[CH:25][CH:24]=3)(=[O:21])=[O:20])[CH2:14]2)=[N:7][C:6]=1[CH2:30][O:43][CH2:42][CH3:41])[CH3:2]. The catalyst class is: 14. (3) Reactant: P(Br)(Br)[Br:2].[CH3:5][O:6][C:7]1[CH:12]=[C:11]([CH3:13])[C:10]([S:14]([N:17]2[CH2:22][CH2:21][CH2:20][CH2:19][CH:18]2[CH2:23][CH2:24][CH2:25]O)(=[O:16])=[O:15])=[C:9]([CH3:27])[CH:8]=1.O. Product: [Br:2][CH2:25][CH2:24][CH2:23][CH:18]1[CH2:19][CH2:20][CH2:21][CH2:22][N:17]1[S:14]([C:10]1[C:11]([CH3:13])=[CH:12][C:7]([O:6][CH3:5])=[CH:8][C:9]=1[CH3:27])(=[O:16])=[O:15]. The catalyst class is: 3. (4) Product: [OH:1][C:2]1[C:7]([CH3:8])=[C:6]([O:9][CH2:10][C:11]2[CH:16]=[CH:15][C:14]([CH:17]([OH:18])[C:25]3[CH:30]=[CH:29][CH:28]=[C:27]([C:31]4[NH:35][C:34]([SH:36])=[N:33][N:32]=4)[CH:26]=3)=[CH:13][CH:12]=2)[CH:5]=[CH:4][C:3]=1[C:37](=[O:39])[CH3:38]. Reactant: [OH:1][C:2]1[C:7]([CH3:8])=[C:6]([O:9][CH2:10][C:11]2[CH:16]=[CH:15][C:14]([CH:17]([C:25]3[CH:30]=[CH:29][CH:28]=[C:27]([C:31]4[NH:35][C:34]([SH:36])=[N:33][N:32]=4)[CH:26]=3)[O:18]C3CCCCO3)=[CH:13][CH:12]=2)[CH:5]=[CH:4][C:3]=1[C:37](=[O:39])[CH3:38].C1(C)C=CC(S(O)(=O)=O)=CC=1. The catalyst class is: 125. (5) Reactant: Cl[CH2:2][CH2:3][O:4][C:5](=[O:30])[NH:6][C:7]1[CH:12]=[CH:11][C:10]([C:13]2[N:14]([CH2:28][CH3:29])[C:15]3[C:20]([C:21]=2[C:22]#[N:23])=[CH:19][CH:18]=[C:17]([O:24][CH:25]([CH3:27])[CH3:26])[CH:16]=3)=[CH:9][CH:8]=1.C([O-])([O-])=O.[K+].[K+].O. Product: [CH2:28]([N:14]1[C:15]2[C:20](=[CH:19][CH:18]=[C:17]([O:24][CH:25]([CH3:27])[CH3:26])[CH:16]=2)[C:21]([C:22]#[N:23])=[C:13]1[C:10]1[CH:11]=[CH:12][C:7]([N:6]2[CH2:2][CH2:3][O:4][C:5]2=[O:30])=[CH:8][CH:9]=1)[CH3:29]. The catalyst class is: 3. (6) Reactant: [CH2:1]([O:5][C:6]1[CH:11]=[CH:10][C:9]([C:12]([C:15]2[CH:20]=[CH:19][C:18]([O:21][CH2:22][CH:23]3[O:25][CH2:24]3)=[CH:17][CH:16]=2)([CH3:14])[CH3:13])=[CH:8][CH:7]=1)[CH:2]1[O:4][CH2:3]1.[CH3:26][N:27]([CH3:31])[C:28]([NH2:30])=[O:29]. Product: [CH3:26][N:27]([CH3:31])[C:28]([NH2:30])=[O:29].[CH2:22]([O:21][C:18]1[CH:17]=[CH:16][C:15]([C:12]([C:9]2[CH:10]=[CH:11][C:6]([O:5][CH2:1][CH:2]3[O:4][CH2:3]3)=[CH:7][CH:8]=2)([CH3:14])[CH3:13])=[CH:20][CH:19]=1)[CH:23]1[O:25][CH2:24]1. The catalyst class is: 8. (7) Reactant: CS[C:3]1[N:4]([C:13]2[CH:18]=[CH:17][C:16]([O:19][CH2:20][C:21]([F:24])([F:23])[F:22])=[CH:15][CH:14]=2)[C:5](=[O:12])[C:6]2[CH:11]=[CH:10][NH:9][C:7]=2[N:8]=1.Cl[C:26]1C=C(C=CC=1)C(O)=O.[S:35]([O-:39])([O-])(=[O:37])=S.[Na+].[Na+]. Product: [CH3:26][S:35]([C:3]1[N:4]([C:13]2[CH:14]=[CH:15][C:16]([O:19][CH2:20][C:21]([F:24])([F:22])[F:23])=[CH:17][CH:18]=2)[C:5](=[O:12])[C:6]2[CH:11]=[CH:10][NH:9][C:7]=2[N:8]=1)(=[O:39])=[O:37]. The catalyst class is: 13.